From a dataset of Reaction yield outcomes from USPTO patents with 853,638 reactions. Predict the reaction yield, written as a fraction of the theoretical maximum amount of product (1.0 means a 100% yield; for example, 0.34 means a 34% yield). The reactants are [Br:1][C:2]1[CH:7]=[C:6]([F:8])[C:5]([F:9])=[CH:4][C:3]=1[CH2:10][C:11]([NH2:13])=O.N1C=CC=CC=1.FC(F)(F)C(OC(=O)C(F)(F)F)=O. The catalyst is C1COCC1. The product is [Br:1][C:2]1[CH:7]=[C:6]([F:8])[C:5]([F:9])=[CH:4][C:3]=1[CH2:10][C:11]#[N:13]. The yield is 0.950.